This data is from Oral bioavailability binary classification data from Ma et al.. The task is: Regression/Classification. Given a drug SMILES string, predict its absorption, distribution, metabolism, or excretion properties. Task type varies by dataset: regression for continuous measurements (e.g., permeability, clearance, half-life) or binary classification for categorical outcomes (e.g., BBB penetration, CYP inhibition). Dataset: bioavailability_ma. (1) The molecule is Oc1c(Cl)cc(Cl)c2cccnc12. The result is 1 (high bioavailability). (2) The molecule is OCCN1CCN(CCCN2c3ccccc3Sc3ccc(C(F)(F)F)cc32)CC1. The result is 0 (low bioavailability). (3) The drug is CC[N+](C)(C)Cc1ccccc1Br. The result is 1 (high bioavailability). (4) The result is 1 (high bioavailability). The compound is CN(C)CCCN1c2ccccc2Sc2ccc(Cl)cc21. (5) The drug is Cc1cccc(C)c1OCC(C)N. The result is 1 (high bioavailability).